This data is from Full USPTO retrosynthesis dataset with 1.9M reactions from patents (1976-2016). The task is: Predict the reactants needed to synthesize the given product. (1) Given the product [OH:16][CH2:15][CH2:14][N:3]([CH3:1])[C:4](=[O:13])[O:5][CH2:6][C:7]1[CH:8]=[CH:9][CH:10]=[CH:11][CH:12]=1, predict the reactants needed to synthesize it. The reactants are: [CH2:1]([N:3]([CH2:14][CH2:15][OH:16])[C:4](=[O:13])[O:5][CH2:6][C:7]1[CH:12]=[CH:11][CH:10]=[CH:9][CH:8]=1)C.CNCCO. (2) Given the product [ClH:1].[C:34]([C:31]([C:27]1[CH:26]=[C:25]([CH:30]=[CH:29][CH:28]=1)[C:24]([NH:23][C:18]1[CH:19]=[CH:20][C:21]([CH3:22])=[C:16]([NH:15][C:2]2[CH:7]=[C:6]([CH3:8])[N:5]=[C:4]([C:9]3[CH:10]=[N:11][CH:12]=[CH:13][CH:14]=3)[N:3]=2)[CH:17]=1)=[O:36])([CH3:32])[CH3:33])#[N:35], predict the reactants needed to synthesize it. The reactants are: [Cl:1][C:2]1[CH:7]=[C:6]([CH3:8])[N:5]=[C:4]([C:9]2[CH:10]=[N:11][CH:12]=[CH:13][CH:14]=2)[N:3]=1.[NH2:15][C:16]1[CH:17]=[C:18]([NH:23][C:24](=[O:36])[C:25]2[CH:30]=[CH:29][CH:28]=[C:27]([C:31]([C:34]#[N:35])([CH3:33])[CH3:32])[CH:26]=2)[CH:19]=[CH:20][C:21]=1[CH3:22].CCN(C(C)C)C(C)C. (3) Given the product [C:1]([O:5][C:6]([NH:8][C:9]1([CH2:17][CH2:18][C:19]2[CH:24]=[CH:23][C:22]([CH2:25][CH2:26][CH2:27][CH2:28][CH2:29][N:47]=[N+:48]=[N-:49])=[CH:21][CH:20]=2)[CH2:14][O:13][C:12]([CH3:16])([CH3:15])[O:11][CH2:10]1)=[O:7])([CH3:4])([CH3:3])[CH3:2], predict the reactants needed to synthesize it. The reactants are: [C:1]([O:5][C:6]([NH:8][C:9]1([CH2:17][CH2:18][C:19]2[CH:24]=[CH:23][C:22]([CH2:25][CH2:26][CH2:27][CH2:28][CH2:29]O)=[CH:21][CH:20]=2)[CH2:14][O:13][C:12]([CH3:16])([CH3:15])[O:11][CH2:10]1)=[O:7])([CH3:4])([CH3:3])[CH3:2].C(N(CC)C(C)C)(C)C.CS(Cl)(=O)=O.[I-].[Li+].[N-:47]=[N+:48]=[N-:49].[Na+].